Dataset: Full USPTO retrosynthesis dataset with 1.9M reactions from patents (1976-2016). Task: Predict the reactants needed to synthesize the given product. The reactants are: [C:1]([O:5][C:6]([N:8]1[CH2:13][CH2:12][NH:11][CH2:10][CH2:9]1)=[O:7])([CH3:4])([CH3:3])[CH3:2].[Cl:14][C:15]1[CH:20]=[CH:19][CH:18]=[C:17](I)[CH:16]=1.Br[CH2:23][C:24]#[CH:25]. Given the product [C:1]([O:5][C:6]([N:8]1[CH2:13][CH2:12][N:11]([CH2:25][C:24]#[C:23][C:17]2[CH:18]=[CH:19][CH:20]=[C:15]([Cl:14])[CH:16]=2)[CH2:10][CH2:9]1)=[O:7])([CH3:4])([CH3:2])[CH3:3], predict the reactants needed to synthesize it.